This data is from Catalyst prediction with 721,799 reactions and 888 catalyst types from USPTO. The task is: Predict which catalyst facilitates the given reaction. (1) Reactant: [BH4-].[Na+].[Cl:3][C:4]1[N:5]=[C:6]([CH:9]([C:17]2[NH:18][C:19]([C:30]3[CH:35]=[CH:34][CH:33]=[CH:32][CH:31]=3)=[C:20]3[C:25](=[O:26])[N:24]([CH3:27])[C:23](=[O:28])[N:22]([CH3:29])[C:21]=23)[C:10]([CH3:16])([CH3:15])[C:11](OC)=[O:12])[S:7][CH:8]=1.[Cl-].[Li+]. Product: [Cl:3][C:4]1[N:5]=[C:6]([CH:9]([C:17]2[NH:18][C:19]([C:30]3[CH:31]=[CH:32][CH:33]=[CH:34][CH:35]=3)=[C:20]3[C:25](=[O:26])[N:24]([CH3:27])[C:23](=[O:28])[N:22]([CH3:29])[C:21]=23)[C:10]([CH3:16])([CH3:15])[CH2:11][OH:12])[S:7][CH:8]=1. The catalyst class is: 5. (2) Product: [CH2:13]([N:15]([CH2:32][CH3:33])[CH2:16][CH2:17][O:18][C:19]1[CH:20]=[C:21]2[C:26](=[CH:27][CH:28]=1)[C:25]([C:29]([NH:36][C:35]([NH2:37])=[NH:34])=[O:30])=[CH:24][CH:23]=[CH:22]2)[CH3:14]. The catalyst class is: 1. Reactant: C1N=CN(C(N2C=NC=C2)=O)C=1.[CH2:13]([N:15]([CH2:32][CH3:33])[CH2:16][CH2:17][O:18][C:19]1[CH:20]=[C:21]2[C:26](=[CH:27][CH:28]=1)[C:25]([C:29](O)=[O:30])=[CH:24][CH:23]=[CH:22]2)[CH3:14].[NH2:34][C:35]([NH2:37])=[NH:36]. (3) Reactant: [C:1](=[O:12])(OC(Cl)(Cl)Cl)OC(Cl)(Cl)Cl.[NH2:13][C:14]1[CH:34]=[CH:33][C:17]([C:18]([N:20]2[CH2:25][CH2:24][N:23]([C:26]([O:28][C:29]([CH3:32])([CH3:31])[CH3:30])=[O:27])[CH2:22][CH2:21]2)=[O:19])=[CH:16][C:15]=1[F:35].C(N(C(C)C)C(C)C)C.[NH2:45][CH2:46][C:47]1([C:50]#[N:51])[CH2:49][CH2:48]1. Product: [C:46]([C:47]1([CH2:50][NH:51][C:1](=[O:12])[NH:13][C:14]2[CH:34]=[CH:33][C:17]([C:18]([N:20]3[CH2:25][CH2:24][N:23]([C:26]([O:28][C:29]([CH3:30])([CH3:31])[CH3:32])=[O:27])[CH2:22][CH2:21]3)=[O:19])=[CH:16][C:15]=2[F:35])[CH2:49][CH2:48]1)#[N:45]. The catalyst class is: 4. (4) Reactant: C[O:2][C:3]1[CH:4]=[C:5]2[C:10](=[CH:11][CH:12]=1)[C:9](=[O:13])[CH2:8][CH2:7][C:6]2([CH3:15])[CH3:14].BrB(Br)Br. Product: [OH:2][C:3]1[CH:4]=[C:5]2[C:10](=[CH:11][CH:12]=1)[C:9](=[O:13])[CH2:8][CH2:7][C:6]2([CH3:15])[CH3:14]. The catalyst class is: 4. (5) Reactant: N(C(OCC)=O)=[N:2][C:3](OCC)=[O:4].[OH2:13].[C:14]1([CH3:20])[CH:19]=[CH:18][CH:17]=[CH:16][CH:15]=1. Product: [C:20]1(=[O:13])[NH:2][C:3](=[O:4])[C:19]2=[CH:18][CH:17]=[CH:16][CH:15]=[C:14]12. The catalyst class is: 7. (6) Product: [F:31][C:10]1[CH:11]=[C:12]([NH:15][C:16]([C:18]2([C:21]([NH:23][C:24]3[CH:25]=[CH:26][C:27]([F:30])=[CH:28][CH:29]=3)=[O:22])[CH2:20][CH2:19]2)=[O:17])[CH:13]=[CH:14][C:9]=1[O:8][C:6]1[CH:5]=[CH:4][N:3]=[C:2]([NH:1][C:32]([N:34]2[CH2:37][CH2:38][CH:40]([OH:41])[CH2:36][CH2:35]2)=[O:51])[CH:7]=1. Reactant: [NH2:1][C:2]1[CH:7]=[C:6]([O:8][C:9]2[CH:14]=[CH:13][C:12]([NH:15][C:16]([C:18]3([C:21]([NH:23][C:24]4[CH:29]=[CH:28][C:27]([F:30])=[CH:26][CH:25]=4)=[O:22])[CH2:20][CH2:19]3)=[O:17])=[CH:11][C:10]=2[F:31])[CH:5]=[CH:4][N:3]=1.[CH2:32]([N:34]([CH2:37][CH3:38])[CH2:35][CH3:36])C.Cl[C:40](OC1C=CC=CC=1)=[O:41].C(OCC)(=[O:51])C. The catalyst class is: 30. (7) Reactant: [F:1][C:2]1[CH:3]=[C:4]([CH:13]=[CH:14][CH:15]=1)[CH2:5][NH:6][C:7](=[O:12])[C:8]([F:11])([F:10])[F:9].[H-].[Na+].I[CH3:19].O. The catalyst class is: 1. Product: [F:1][C:2]1[CH:3]=[C:4]([CH:13]=[CH:14][CH:15]=1)[CH2:5][N:6]([CH3:19])[C:7](=[O:12])[C:8]([F:10])([F:11])[F:9].